This data is from Reaction yield outcomes from USPTO patents with 853,638 reactions. The task is: Predict the reaction yield, written as a fraction of the theoretical maximum amount of product (1.0 means a 100% yield; for example, 0.34 means a 34% yield). The reactants are [Br:1][C:2]1[CH:3]=[C:4]2[C:8](=[CH:9][CH:10]=1)/[C:7](=[CH:11]/[O:12]C)/[CH2:6][CH2:5]2.CC(=CCC)C.Cl([O-])=[O:21].[Na+].P([O-])(O)(O)=O.[Na+]. The catalyst is C(O)(C)(C)C.O. The product is [Br:1][C:2]1[CH:3]=[C:4]2[C:8](=[CH:9][CH:10]=1)[CH:7]([C:11]([OH:12])=[O:21])[CH2:6][CH2:5]2. The yield is 0.560.